From a dataset of Forward reaction prediction with 1.9M reactions from USPTO patents (1976-2016). Predict the product of the given reaction. (1) Given the reactants [CH2:1]([O:8][C:9]([N:11]1[CH2:16][CH2:15][CH2:14][CH:13]([N:17]2[C:21]([C:22]3[CH:27]=[CH:26][CH:25]=[CH:24][CH:23]=3)=[C:20]([C:28](O)=[O:29])[NH:19][C:18]2=[O:31])[CH2:12]1)=[O:10])[C:2]1[CH:7]=[CH:6][CH:5]=[CH:4][CH:3]=1.C(Cl)CCl.C1C=CC2N(O)N=NC=2C=1.CCN(C(C)C)C(C)C.[N:55]1([C:61]([O:63][C:64]([CH3:67])([CH3:66])[CH3:65])=[O:62])[CH2:60][CH2:59][NH:58][CH2:57][CH2:56]1, predict the reaction product. The product is: [CH2:1]([O:8][C:9]([N:11]1[CH2:16][CH2:15][CH2:14][CH:13]([N:17]2[C:21]([C:22]3[CH:27]=[CH:26][CH:25]=[CH:24][CH:23]=3)=[C:20]([C:28]([N:58]3[CH2:57][CH2:56][N:55]([C:61]([O:63][C:64]([CH3:67])([CH3:66])[CH3:65])=[O:62])[CH2:60][CH2:59]3)=[O:29])[NH:19][C:18]2=[O:31])[CH2:12]1)=[O:10])[C:2]1[CH:3]=[CH:4][CH:5]=[CH:6][CH:7]=1. (2) Given the reactants C([O:3][C:4](=[O:41])[CH2:5][O:6][C:7]1[CH:12]=[CH:11][C:10]([S:13][C:14]2[CH:19]=[C:18]([C:20]#[C:21][C:22]3[CH:27]=[CH:26][C:25]([CH2:28][OH:29])=[CH:24][CH:23]=3)[CH:17]=[C:16]([O:30][CH2:31][CH2:32][C:33]3[CH:38]=[CH:37][C:36]([Cl:39])=[CH:35][CH:34]=3)[CH:15]=2)=[CH:9][C:8]=1[CH3:40])C.[OH-].[Na+].Cl, predict the reaction product. The product is: [Cl:39][C:36]1[CH:35]=[CH:34][C:33]([CH2:32][CH2:31][O:30][C:16]2[CH:15]=[C:14]([S:13][C:10]3[CH:11]=[CH:12][C:7]([O:6][CH2:5][C:4]([OH:41])=[O:3])=[C:8]([CH3:40])[CH:9]=3)[CH:19]=[C:18]([C:20]#[C:21][C:22]3[CH:23]=[CH:24][C:25]([CH2:28][OH:29])=[CH:26][CH:27]=3)[CH:17]=2)=[CH:38][CH:37]=1.